Regression/Classification. Given a drug SMILES string, predict its absorption, distribution, metabolism, or excretion properties. Task type varies by dataset: regression for continuous measurements (e.g., permeability, clearance, half-life) or binary classification for categorical outcomes (e.g., BBB penetration, CYP inhibition). Dataset: cyp2c19_veith. From a dataset of CYP2C19 inhibition data for predicting drug metabolism from PubChem BioAssay. (1) The compound is O=C(CSC1=NCCS1)N1CCN(c2ccc(Cl)cc2)CC1. The result is 1 (inhibitor). (2) The compound is COc1ccc(C2Nc3ccccc3C(=O)N2Cc2ccco2)cc1COc1ccc([N+](=O)[O-])cc1. The result is 1 (inhibitor). (3) The compound is CCn1c(CC(=O)Nc2ccc(C)cc2)nnc1SCC(=O)Nc1nc(C)cs1. The result is 0 (non-inhibitor). (4) The drug is CC(=O)N1CCC[C@@]2(CCN(Cc3ccccc3)C2)C1. The result is 0 (non-inhibitor). (5) The compound is N#Cc1ccccc1NC(=O)Nc1cccs1. The result is 0 (non-inhibitor). (6) The drug is Cc1nc(NS(=O)(=O)c2ccccc2C)c2c3c(sc2n1)CCC3. The result is 1 (inhibitor). (7) The drug is COc1ccc(COC(=O)N/N=C2/C[C@@H](O)[C@@H](O)[C@H]3[C@@H]2CC[C@@H]2C(=O)N(Cc4ccccc4)C(=O)[C@H]23)cc1. The result is 0 (non-inhibitor).